From a dataset of Forward reaction prediction with 1.9M reactions from USPTO patents (1976-2016). Predict the product of the given reaction. (1) Given the reactants [S:1](=[O:32])(=[O:31])([O:3][C:4]1[CH:9]=[CH:8][CH:7]=[C:6]([C:10]2[N:11]=[CH:12][N:13]([C:15](=[O:30])[N:16]([CH3:29])[CH:17]3[CH2:22][CH2:21][N:20]([C:23]4[CH:28]=[CH:27][CH:26]=[CH:25][CH:24]=4)[CH2:19][CH2:18]3)[CH:14]=2)[CH:5]=1)[NH2:2].[ClH:33], predict the reaction product. The product is: [ClH:33].[S:1](=[O:32])(=[O:31])([O:3][C:4]1[CH:9]=[CH:8][CH:7]=[C:6]([C:10]2[N:11]=[CH:12][N:13]([C:15](=[O:30])[N:16]([CH3:29])[CH:17]3[CH2:22][CH2:21][N:20]([C:23]4[CH:24]=[CH:25][CH:26]=[CH:27][CH:28]=4)[CH2:19][CH2:18]3)[CH:14]=2)[CH:5]=1)[NH2:2]. (2) Given the reactants [NH2:1][C:2]1[C:7]([C:8]#[N:9])=[C:6]([NH:10][C@H:11]([C:13]2[N:18]=[C:17]3[CH:19]=[CH:20][N:21]([CH3:22])[C:16]3=[CH:15][C:14]=2[N:23]2[CH2:28][CH2:27][O:26][CH2:25][CH2:24]2)[CH3:12])[N:5]=[C:4](SC)[N:3]=1.O[O:32][S:33]([O-:35])=O.[K+].[C:37](#N)C, predict the reaction product. The product is: [NH2:1][C:2]1[C:7]([C:8]#[N:9])=[C:6]([NH:10][C@H:11]([C:13]2[N:18]=[C:17]3[CH:19]=[CH:20][N:21]([CH3:22])[C:16]3=[CH:15][C:14]=2[N:23]2[CH2:28][CH2:27][O:26][CH2:25][CH2:24]2)[CH3:12])[N:5]=[C:4]([S:33]([CH3:37])(=[O:35])=[O:32])[N:3]=1. (3) The product is: [F:43][CH:16]([F:15])[C:17]([N:19]1[C@H:23]([CH2:24][F:25])[C@@H:22]([C:26]2[CH:31]=[CH:30][C:29]([C:2]3[CH:7]=[N:6][C:5]([CH:8]([NH:13][CH3:14])[C:9]([F:12])([F:11])[F:10])=[CH:4][CH:3]=3)=[CH:28][CH:27]=2)[O:21][C:20]1([CH3:41])[CH3:42])=[O:18]. Given the reactants Br[C:2]1[CH:3]=[CH:4][C:5]([CH:8]([NH:13][CH3:14])[C:9]([F:12])([F:11])[F:10])=[N:6][CH:7]=1.[F:15][CH:16]([F:43])[C:17]([N:19]1[C@H:23]([CH2:24][F:25])[C@@H:22]([C:26]2[CH:31]=[CH:30][C:29](B3OC(C)(C)C(C)(C)O3)=[CH:28][CH:27]=2)[O:21][C:20]1([CH3:42])[CH3:41])=[O:18].C([O-])([O-])=O.[Na+].[Na+], predict the reaction product. (4) Given the reactants [C:1]([N:9]1[CH:13]([CH3:14])[CH2:12][N:11](CC2C=CC(OC)=CC=2)[C:10]1=[O:24])(=[O:8])[C:2]1[CH:7]=[CH:6][CH:5]=[CH:4][CH:3]=1, predict the reaction product. The product is: [C:1]([N:9]1[CH:13]([CH3:14])[CH2:12][NH:11][C:10]1=[O:24])(=[O:8])[C:2]1[CH:3]=[CH:4][CH:5]=[CH:6][CH:7]=1. (5) Given the reactants Cl[C:2]1[C:3]2[C:10]([I:11])=[CH:9][N:8]([C@H:12]3[CH2:17][CH2:16][C@H:15]([OH:18])[CH2:14][CH2:13]3)[C:4]=2[N:5]=[CH:6][N:7]=1.[OH-].[NH4+:20], predict the reaction product. The product is: [NH2:20][C:2]1[C:3]2[C:10]([I:11])=[CH:9][N:8]([C@H:12]3[CH2:17][CH2:16][C@H:15]([OH:18])[CH2:14][CH2:13]3)[C:4]=2[N:5]=[CH:6][N:7]=1. (6) Given the reactants Br[C:2]1[CH:24]=[N:23][C:5]2[N:6]([CH2:15][O:16][CH2:17][CH2:18][Si:19]([CH3:22])([CH3:21])[CH3:20])[C:7]3[CH:12]=[N:11][C:10]([C:13]#[N:14])=[CH:9][C:8]=3[C:4]=2[CH:3]=1.C([O-])=O.[NH4+], predict the reaction product. The product is: [CH3:20][Si:19]([CH3:22])([CH3:21])[CH2:18][CH2:17][O:16][CH2:15][N:6]1[C:7]2[CH:12]=[N:11][C:10]([C:13]#[N:14])=[CH:9][C:8]=2[C:4]2[CH:3]=[CH:2][CH:24]=[N:23][C:5]1=2. (7) The product is: [CH2:57]([NH:64][S:65]([CH:68]1[CH2:69][CH2:70][N:71]([C:74]2[N:79]=[CH:78][C:77]([NH:80][C:50]([C:48]3[N:49]=[C:45]([C:39]4[CH:40]=[CH:41][CH:42]=[CH:43][CH:44]=4)[O:46][C:47]=3[C:53]([F:56])([F:55])[F:54])=[O:52])=[CH:76][CH:75]=2)[CH2:72][CH2:73]1)(=[O:67])=[O:66])[C:58]1[CH:59]=[CH:60][CH:61]=[CH:62][CH:63]=1. Given the reactants C(N1CCN(C2N=CC(NC(C3OC(C4C=CC=CC=4)=NC=3C(F)(F)F)=O)=CC=2)CC1=O)C1C=CC=CC=1.[C:39]1([C:45]2[O:46][C:47]([C:53]([F:56])([F:55])[F:54])=[C:48]([C:50]([OH:52])=O)[N:49]=2)[CH:44]=[CH:43][CH:42]=[CH:41][CH:40]=1.[CH2:57]([NH:64][S:65]([CH:68]1[CH2:73][CH2:72][N:71]([C:74]2[N:79]=[CH:78][C:77]([NH2:80])=[CH:76][CH:75]=2)[CH2:70][CH2:69]1)(=[O:67])=[O:66])[C:58]1[CH:63]=[CH:62][CH:61]=[CH:60][CH:59]=1, predict the reaction product. (8) Given the reactants [C:1]([C@@H:4]1[CH2:21][CH:20]2[C@:15]([CH3:23])([CH2:16][CH2:17][C:18](=[O:22])[CH2:19]2)[C@@H:14]2[C@@H:5]1[C@H:6]1[C@@:10]([CH2:12][CH2:13]2)([CH3:11])[C:9](=[O:24])[CH2:8][CH2:7]1)([OH:3])=[O:2].CO.[CH3:27]CN=C=NCCCN(C)C.O, predict the reaction product. The product is: [CH3:27][O:2][C:1]([C@@H:4]1[CH2:21][CH:20]2[C@:15]([CH3:23])([CH2:16][CH2:17][C:18](=[O:22])[CH2:19]2)[C@@H:14]2[C@@H:5]1[C@H:6]1[C@@:10]([CH2:12][CH2:13]2)([CH3:11])[C:9](=[O:24])[CH2:8][CH2:7]1)=[O:3]. (9) Given the reactants Br[C:2]1[S:6][C:5]([CH2:7][CH3:8])=[C:4]([C:9]([O:11][CH2:12][CH3:13])=[O:10])[CH:3]=1.[S:14]1[CH2:19][CH2:18][C:17](=[O:20])[CH2:16][CH2:15]1, predict the reaction product. The product is: [CH2:7]([C:5]1[S:6][C:2]([C:17]2([OH:20])[CH2:18][CH2:19][S:14][CH2:15][CH2:16]2)=[CH:3][C:4]=1[C:9]([O:11][CH2:12][CH3:13])=[O:10])[CH3:8]. (10) Given the reactants [NH2:1][CH:2]([CH2:8][CH:9]([CH2:13][C:14]1[CH:23]=[CH:22][C:21]2[C:16](=[C:17]([O:24][CH2:25][CH2:26][O:27][CH3:28])[CH:18]=[CH:19][CH:20]=2)[CH:15]=1)[CH:10]([CH3:12])[CH3:11])[C:3]([O:5][CH2:6][CH3:7])=[O:4].C(N(C(C)C)C(C)C)C.[C:38](O[C:38]([O:40][C:41]([CH3:44])([CH3:43])[CH3:42])=[O:39])([O:40][C:41]([CH3:44])([CH3:43])[CH3:42])=[O:39], predict the reaction product. The product is: [C:41]([O:40][C:38]([NH:1][CH:2]([CH2:8][CH:9]([CH2:13][C:14]1[CH:23]=[CH:22][C:21]2[C:16](=[C:17]([O:24][CH2:25][CH2:26][O:27][CH3:28])[CH:18]=[CH:19][CH:20]=2)[CH:15]=1)[CH:10]([CH3:12])[CH3:11])[C:3]([O:5][CH2:6][CH3:7])=[O:4])=[O:39])([CH3:44])([CH3:43])[CH3:42].